From a dataset of Full USPTO retrosynthesis dataset with 1.9M reactions from patents (1976-2016). Predict the reactants needed to synthesize the given product. (1) Given the product [Br:1][C:2]1[CH:7]=[C:6]([CH3:8])[C:5]([CH:9]2[C:12](=[O:18])[CH:13]3[CH2:17][CH:16]([CH2:15][CH2:14]3)[C:10]2=[O:11])=[C:4]([CH3:19])[CH:3]=1, predict the reactants needed to synthesize it. The reactants are: [Br:1][C:2]1[CH:7]=[C:6]([CH3:8])[C:5]([CH:9]=[C:10]2[CH:16]3[CH2:17][CH:13]([CH2:14][CH2:15]3)[C:12](=[O:18])[O:11]2)=[C:4]([CH3:19])[CH:3]=1.C[O-].[Na+].Cl.O. (2) Given the product [F:2][C:3]([F:15])([F:14])[C:4]1[CH:9]=[CH:8][CH:7]=[CH:6][C:5]=1[S:10]([NH:1][C:26]1[C:17]([Cl:16])=[N:18][C:19]2[C:24](=[CH:23][CH:22]=[CH:21][CH:20]=2)[N:25]=1)(=[O:12])=[O:11], predict the reactants needed to synthesize it. The reactants are: [NH3:1].[F:2][C:3]([F:15])([F:14])[C:4]1[CH:9]=[CH:8][CH:7]=[CH:6][C:5]=1[S:10](Cl)(=[O:12])=[O:11].[Cl:16][C:17]1[C:26](Cl)=[N:25][C:24]2[C:19](=[CH:20][CH:21]=[CH:22][CH:23]=2)[N:18]=1.C(=O)([O-])[O-].[K+].[K+]. (3) Given the product [C:11]([C:9]1[CH:8]=[C:7]([CH:15]2[CH2:16][C:17]([C:19]3[CH:20]=[CH:21][C:22]([C:23]([O:25][CH3:26])=[O:24])=[CH:27][CH:28]=3)=[N:30][N:29]2[C:31]2[CH:32]=[CH:33][C:34]([C:35]([OH:37])=[O:36])=[CH:38][CH:39]=2)[CH:6]=[C:5]([C:1]([CH3:2])([CH3:4])[CH3:3])[CH:10]=1)([CH3:13])([CH3:14])[CH3:12], predict the reactants needed to synthesize it. The reactants are: [C:1]([C:5]1[CH:6]=[C:7](/[CH:15]=[CH:16]/[C:17]([C:19]2[CH:28]=[CH:27][C:22]([C:23]([O:25][CH3:26])=[O:24])=[CH:21][CH:20]=2)=O)[CH:8]=[C:9]([C:11]([CH3:14])([CH3:13])[CH3:12])[CH:10]=1)([CH3:4])([CH3:3])[CH3:2].[NH:29]([C:31]1[CH:39]=[CH:38][C:34]([C:35]([OH:37])=[O:36])=[CH:33][CH:32]=1)[NH2:30].C(O)(=O)C.